Predict the reactants needed to synthesize the given product. From a dataset of Full USPTO retrosynthesis dataset with 1.9M reactions from patents (1976-2016). (1) Given the product [C:24]([O:28][C:29](=[O:53])[CH2:30][CH2:31][N:32]([C:46]([O:48][C:49]([CH3:52])([CH3:51])[CH3:50])=[O:47])[CH2:33][C:34](=[O:45])[N:35]1[C:43]2[C:38](=[CH:39][C:40]([O:44][CH2:2][C:3]3[CH:7]=[C:6]([C:8]([F:11])([F:10])[F:9])[N:5]([C:12]4[CH:17]=[CH:16][CH:15]=[CH:14][CH:13]=4)[N:4]=3)=[CH:41][CH:42]=2)[CH2:37][CH2:36]1)([CH3:27])([CH3:26])[CH3:25], predict the reactants needed to synthesize it. The reactants are: Br[CH2:2][C:3]1[CH:7]=[C:6]([C:8]([F:11])([F:10])[F:9])[N:5]([C:12]2[CH:17]=[CH:16][CH:15]=[CH:14][CH:13]=2)[N:4]=1.C(=O)([O-])[O-].[K+].[K+].[C:24]([O:28][C:29](=[O:53])[CH2:30][CH2:31][N:32]([C:46]([O:48][C:49]([CH3:52])([CH3:51])[CH3:50])=[O:47])[CH2:33][C:34](=[O:45])[N:35]1[C:43]2[C:38](=[CH:39][C:40]([OH:44])=[CH:41][CH:42]=2)[CH2:37][CH2:36]1)([CH3:27])([CH3:26])[CH3:25]. (2) Given the product [CH:30]1([CH2:29][CH:28]([N:4]2[C:3](=[O:15])[CH:2]=[C:7]([O:24][C:18]3[CH:19]=[C:20]([CH3:23])[CH:21]=[CH:22][C:17]=3[F:16])[CH:6]=[N:5]2)[C:27]([OH:26])=[O:36])[CH2:34][CH2:33][CH2:32][CH2:31]1, predict the reactants needed to synthesize it. The reactants are: Cl[C:2]1[C:3](=[O:15])[N:4](C2CCCCO2)[N:5]=[CH:6][C:7]=1Cl.[F:16][C:17]1[CH:22]=[CH:21][C:20]([CH3:23])=[CH:19][C:18]=1[OH:24].C[O:26][C:27](=[O:36])[CH:28](Br)[CH2:29][CH:30]1[CH2:34][CH2:33][CH2:32][CH2:31]1. (3) Given the product [I:11][C:3]1[C:4]([CH3:10])=[N:5][CH:6]=[C:7]([C:2]=1[NH:12][C:13]1[CH:14]=[C:15]2[C:19](=[CH:20][CH:21]=1)[NH:18][C:17]([CH3:22])=[CH:16]2)[C:8]#[N:9], predict the reactants needed to synthesize it. The reactants are: Cl[C:2]1[C:7]([C:8]#[N:9])=[CH:6][N:5]=[C:4]([CH3:10])[C:3]=1[I:11].[NH2:12][C:13]1[CH:14]=[C:15]2[C:19](=[CH:20][CH:21]=1)[NH:18][C:17]([CH3:22])=[CH:16]2.